Dataset: Reaction yield outcomes from USPTO patents with 853,638 reactions. Task: Predict the reaction yield, written as a fraction of the theoretical maximum amount of product (1.0 means a 100% yield; for example, 0.34 means a 34% yield). (1) The catalyst is C1COCC1.O. The product is [Br:1][C:2]1[CH:10]=[CH:9][C:5]([CH2:6][OH:7])=[C:4]([CH3:11])[CH:3]=1. The yield is 0.900. The reactants are [Br:1][C:2]1[CH:10]=[CH:9][C:5]([C:6](O)=[O:7])=[C:4]([CH3:11])[CH:3]=1.B.C1COCC1. (2) The reactants are [NH2:1][CH:2]1[CH2:7][CH2:6][N:5]([C:8]2[CH:9]=[N:10][C:11]([O:17][C:18]3[CH:23]=[CH:22][C:21]([O:24][C:25]4[CH:30]=[CH:29][CH:28]=[CH:27][CH:26]=4)=[CH:20][CH:19]=3)=[C:12]([C:14]([NH2:16])=[O:15])[CH:13]=2)[CH2:4][CH2:3]1.C(N(CC)C(C)C)(C)C.[C:40](Cl)(=[O:44])/[CH:41]=[CH:42]/[CH3:43]. The catalyst is C(Cl)Cl. The product is [C:40]([NH:1][CH:2]1[CH2:7][CH2:6][N:5]([C:8]2[CH:9]=[N:10][C:11]([O:17][C:18]3[CH:23]=[CH:22][C:21]([O:24][C:25]4[CH:30]=[CH:29][CH:28]=[CH:27][CH:26]=4)=[CH:20][CH:19]=3)=[C:12]([C:14]([NH2:16])=[O:15])[CH:13]=2)[CH2:4][CH2:3]1)(=[O:44])/[CH:41]=[CH:42]/[CH3:43]. The yield is 0.377. (3) The reactants are [OH:1][CH:2]1[CH2:7][CH2:6][N:5]([C:8]([O:10][C:11]([CH3:14])([CH3:13])[CH3:12])=[O:9])[CH2:4][CH2:3]1.[CH3:15][S:16](Cl)(=[O:18])=[O:17]. The catalyst is C(Cl)Cl. The product is [CH3:15][S:16]([O:1][CH:2]1[CH2:3][CH2:4][N:5]([C:8]([O:10][C:11]([CH3:14])([CH3:13])[CH3:12])=[O:9])[CH2:6][CH2:7]1)(=[O:18])=[O:17]. The yield is 0.960. (4) The reactants are [Cl:1][C:2]1[CH:9]=[C:8](I)[C:5]([C:6]#[N:7])=[CH:4][N:3]=1.[NH2:11][C:12]1[CH:22]=[CH:21][CH:20]=[CH:19][C:13]=1[C:14]([NH:16]OC)=[O:15].[O-]P([O-])([O-])=O.[K+].[K+].[K+].[CH:31]1C=CC(P(C2C(OC3C(P(C4C=CC=CC=4)C4C=CC=CC=4)=CC=CC=3)=CC=CC=2)C2C=CC=CC=2)=CC=1. The catalyst is O1CCOCC1.CC(O)=O.CC(O)=O.[Pd]. The product is [Cl:1][C:2]1[CH:9]=[C:8]([NH:11][C:12]2[CH:22]=[CH:21][CH:20]=[CH:19][C:13]=2[C:14]([NH:16][CH3:31])=[O:15])[C:5]([C:6]#[N:7])=[CH:4][N:3]=1. The yield is 0.590. (5) The reactants are [CH3:1][C:2]1[CH:9]=[C:8]([CH3:10])[C:7]([CH3:11])=[CH:6][C:3]=1[CH:4]=[O:5].[Cl-].[Al+3].[Cl-].[Cl-].[Br:16]Br.O. The catalyst is ClCCl. The product is [Br:16][C:9]1[C:2]([CH3:1])=[C:3]([CH:6]=[C:7]([CH3:11])[C:8]=1[CH3:10])[CH:4]=[O:5]. The yield is 1.00. (6) The reactants are [OH-].[Li+].[CH3:3][O:4][CH:5]1[CH2:10][CH2:9][N:8]([C:11]2[N:16]=[C:15]([C:17]([NH:19][C:20]3[C:29]([CH3:30])=[CH:28][C:23]([C:24]([O:26]C)=[O:25])=[CH:22][C:21]=3[CH3:31])=[O:18])[C:14]([CH3:32])=[CH:13][CH:12]=2)[CH2:7][CH2:6]1.O.CO. The catalyst is C1COCC1. The product is [CH3:3][O:4][CH:5]1[CH2:10][CH2:9][N:8]([C:11]2[N:16]=[C:15]([C:17]([NH:19][C:20]3[C:21]([CH3:31])=[CH:22][C:23]([C:24]([OH:26])=[O:25])=[CH:28][C:29]=3[CH3:30])=[O:18])[C:14]([CH3:32])=[CH:13][CH:12]=2)[CH2:7][CH2:6]1. The yield is 0.880.